This data is from Catalyst prediction with 721,799 reactions and 888 catalyst types from USPTO. The task is: Predict which catalyst facilitates the given reaction. (1) Reactant: Cl[C:2]1[N:7]=[C:6]([C:8]2[S:12][C:11]([C:13]([CH3:16])([CH3:15])[CH3:14])=[N:10][C:9]=2[C:17]2[C:18]([F:35])=[C:19]([NH:23][S:24]([C:27]3[C:32]([F:33])=[CH:31][CH:30]=[CH:29][C:28]=3[F:34])(=[O:26])=[O:25])[CH:20]=[CH:21][CH:22]=2)[CH:5]=[CH:4][N:3]=1.[Br-].[CH2:37]([O:39][C:40](=[O:44])[CH2:41][CH2:42][Zn+])[CH3:38].C1COCC1. Product: [F:34][C:28]1[CH:29]=[CH:30][CH:31]=[C:32]([F:33])[C:27]=1[S:24]([NH:23][C:19]1[C:18]([F:35])=[C:17]([C:9]2[N:10]=[C:11]([C:13]([CH3:16])([CH3:15])[CH3:14])[S:12][C:8]=2[C:6]2[CH:5]=[CH:4][N:3]=[C:2]([CH2:42][CH2:41][C:40]([O:39][CH2:37][CH3:38])=[O:44])[N:7]=2)[CH:22]=[CH:21][CH:20]=1)(=[O:26])=[O:25]. The catalyst class is: 73. (2) Reactant: C([O:8][C:9](=[O:26])[CH2:10][C:11]1([OH:25])[CH2:16][CH2:15][CH:14]([NH:17]CC2C=CC=CC=2)[CH2:13][CH2:12]1)C1C=CC=CC=1.[C:35](O[C:35]([O:37][C:38]([CH3:41])([CH3:40])[CH3:39])=[O:36])([O:37][C:38]([CH3:41])([CH3:40])[CH3:39])=[O:36]. Product: [C:38]([O:37][C:35]([NH:17][CH:14]1[CH2:15][CH2:16][C:11]([CH2:10][C:9]([OH:26])=[O:8])([OH:25])[CH2:12][CH2:13]1)=[O:36])([CH3:39])([CH3:40])[CH3:41]. The catalyst class is: 421. (3) Reactant: CS(O[CH2:6][CH2:7][S:8]([C:11]1[CH:16]=[CH:15][CH:14]=[C:13]([N+:17]([O-:19])=[O:18])[CH:12]=1)(=[O:10])=[O:9])(=O)=O.[CH2:20]([CH:27]1[CH2:32][CH2:31][NH:30][CH2:29][CH2:28]1)[C:21]1[CH:26]=[CH:25][CH:24]=[CH:23][CH:22]=1.C(=O)([O-])[O-].[K+].[K+]. Product: [CH2:20]([CH:27]1[CH2:32][CH2:31][N:30]([CH2:6][CH2:7][S:8]([C:11]2[CH:16]=[CH:15][CH:14]=[C:13]([N+:17]([O-:19])=[O:18])[CH:12]=2)(=[O:10])=[O:9])[CH2:29][CH2:28]1)[C:21]1[CH:26]=[CH:25][CH:24]=[CH:23][CH:22]=1. The catalyst class is: 10. (4) Reactant: [Cl:1][C:2]1[N:10]=[C:9]([Cl:11])[CH:8]=[C:7]([CH3:12])[C:3]=1[C:4]([OH:6])=[O:5].C(N)(N)=[O:14].OO.FC(F)(F)C(OC(=O)C(F)(F)F)=O. Product: [Cl:1][C:2]1[N+:10]([O-:14])=[C:9]([Cl:11])[CH:8]=[C:7]([CH3:12])[C:3]=1[C:4]([OH:6])=[O:5]. The catalyst class is: 2.